From a dataset of Full USPTO retrosynthesis dataset with 1.9M reactions from patents (1976-2016). Predict the reactants needed to synthesize the given product. (1) Given the product [F:22][C:20]([F:23])([CH3:21])[CH2:19][O:1][C:2]1[CH:11]=[CH:10][C:5]([C:6]([O:8][CH3:9])=[O:7])=[CH:4][C:3]=1[CH3:12], predict the reactants needed to synthesize it. The reactants are: [OH:1][C:2]1[CH:11]=[CH:10][C:5]([C:6]([O:8][CH3:9])=[O:7])=[CH:4][C:3]=1[CH3:12].FC(F)(F)S(O[CH2:19][C:20]([F:23])([F:22])[CH3:21])(=O)=O.CCCCCCCCCCN. (2) Given the product [CH2:19]=[C:20]([C:2]1[CH:11]=[CH:10][CH:9]=[C:8]2[C:3]=1[CH2:4][CH2:5][N:6]1[C:16](=[O:17])[CH2:15][NH:14][C:13](=[O:18])[CH:12]=[C:7]12)[CH3:24], predict the reactants needed to synthesize it. The reactants are: I[C:2]1[CH:11]=[CH:10][CH:9]=[C:8]2[C:3]=1[CH2:4][CH2:5][N:6]1[C:16](=[O:17])[CH2:15][NH:14][C:13](=[O:18])[CH:12]=[C:7]12.[CH3:19][C:20]1(C)[C:24](C)(C)OB(C(C)=C)O1.